The task is: Predict the reactants needed to synthesize the given product.. This data is from Full USPTO retrosynthesis dataset with 1.9M reactions from patents (1976-2016). (1) Given the product [Cl:1][C:2]1[CH:3]=[C:4]([C:9]2([C:24]([F:25])([F:27])[F:26])[O:13][N:12]=[C:11]([C:14]3[CH:15]=[C:16]([C:17]4[N:18]=[C:28]([CH3:29])[O:20][N:19]=4)[CH:21]=[CH:22][CH:23]=3)[CH2:10]2)[CH:5]=[C:6]([Cl:8])[CH:7]=1, predict the reactants needed to synthesize it. The reactants are: [Cl:1][C:2]1[CH:3]=[C:4]([C:9]2([C:24]([F:27])([F:26])[F:25])[O:13][N:12]=[C:11]([C:14]3[CH:15]=[C:16]([CH:21]=[CH:22][CH:23]=3)[C:17]([NH:19][OH:20])=[NH:18])[CH2:10]2)[CH:5]=[C:6]([Cl:8])[CH:7]=1.[C:28](OC(=O)C)(=O)[CH3:29]. (2) The reactants are: ClC1[CH:20]=[C:19]([CH:17](NC(C2NC=[C:17]([C:19]3[C:24](Cl)=CN=C(NC(C)C)[CH:20]=3)C=2)=O)CO)[CH:24]=CC=1.N1C=NN=N1.C(#N)C.[C:38]([O:42]OO)([CH3:41])([CH3:40])[CH3:39]. Given the product [C:38]([O:42][C:19]([CH3:17])([CH3:20])[CH3:24])([CH3:41])([CH3:40])[CH3:39], predict the reactants needed to synthesize it. (3) The reactants are: [F:1][CH:2]([F:17])[CH2:3][NH:4][CH:5]1[CH2:11][CH2:10][C:9]2[CH:12]=[C:13]([NH2:16])[CH:14]=[CH:15][C:8]=2[CH2:7][CH2:6]1.Cl[C:19]1[N:24]=[C:23]([NH:25][C:26]2[C:35]([F:36])=[CH:34][CH:33]=[CH:32][C:27]=2[C:28]([NH:30][CH3:31])=[O:29])[C:22]([Cl:37])=[CH:21][N:20]=1. Given the product [Cl:37][C:22]1[C:23]([NH:25][C:26]2[C:35]([F:36])=[CH:34][CH:33]=[CH:32][C:27]=2[C:28]([NH:30][CH3:31])=[O:29])=[N:24][C:19]([NH:16][C:13]2[CH:14]=[CH:15][C:8]3[CH2:7][CH2:6][CH:5]([NH:4][CH2:3][CH:2]([F:17])[F:1])[CH2:11][CH2:10][C:9]=3[CH:12]=2)=[N:20][CH:21]=1, predict the reactants needed to synthesize it. (4) Given the product [CH3:10][O:9][C:7]1[CH:6]=[C:5]([C:11](=[CH:14][N:15]([CH3:21])[CH3:16])[C:12]#[N:13])[CH:4]=[C:3]([O:2][CH3:1])[CH:8]=1, predict the reactants needed to synthesize it. The reactants are: [CH3:1][O:2][C:3]1[CH:4]=[C:5]([CH2:11][C:12]#[N:13])[CH:6]=[C:7]([O:9][CH3:10])[CH:8]=1.[CH3:14][N:15]([CH3:21])[CH2:16][CH2:14][N:15]([CH3:21])[CH3:16].COC(OC)N(C)C. (5) Given the product [N:24]1[CH:25]=[CH:26][CH:27]=[C:22]([CH:19]2[CH2:20][CH2:21][N:17]([C:14]([CH:10]3[CH2:11][CH2:12][CH2:13][N:8]([C:6]([O:5][C:1]([CH3:2])([CH3:3])[CH3:4])=[O:7])[CH2:9]3)=[O:16])[CH2:18]2)[CH:23]=1, predict the reactants needed to synthesize it. The reactants are: [C:1]([O:5][C:6]([N:8]1[CH2:13][CH2:12][CH2:11][CH:10]([C:14]([OH:16])=O)[CH2:9]1)=[O:7])([CH3:4])([CH3:3])[CH3:2].[NH:17]1[CH2:21][CH2:20][CH:19]([C:22]2[CH:23]=[N:24][CH:25]=[CH:26][CH:27]=2)[CH2:18]1.F[P-](F)(F)(F)(F)F.N1(O[P+](N(C)C)(N(C)C)N(C)C)C2C=CC=CC=2N=N1.C(N(CC)C(C)C)(C)C. (6) Given the product [C:54]1([C:49]2[C:48]3[C:53]([N:52]=[CH:51][CH:50]=2)=[C:44]2[C:45]([C:4]([C:6]4[CH:11]=[CH:10][C:9]([CH2:12][CH2:13][CH2:14][CH2:15][CH2:16][CH2:17][OH:18])=[CH:8][CH:7]=4)=[CH:3][CH:2]=[N:41]2)=[CH:46][CH:47]=3)[CH:59]=[CH:58][CH:57]=[CH:56][CH:55]=1, predict the reactants needed to synthesize it. The reactants are: Cl[CH2:2][CH2:3][C:4]([C:6]1[CH:11]=[CH:10][C:9]([CH2:12][CH2:13][CH2:14][CH2:15][CH2:16][CH2:17][OH:18])=[CH:8][CH:7]=1)=O.NC1C=CC=C2C=1N=CC=C2C1C=CC=CC=1.[As](=O)(O)(O)O.[N+:41]([C:44]1[CH:45]=[CH:46][CH:47]=[C:48]2[C:53]=1[N:52]=[CH:51][CH:50]=[C:49]2[C:54]1[CH:59]=[CH:58][CH:57]=[CH:56][CH:55]=1)([O-])=O.